From a dataset of CYP2C19 inhibition data for predicting drug metabolism from PubChem BioAssay. Regression/Classification. Given a drug SMILES string, predict its absorption, distribution, metabolism, or excretion properties. Task type varies by dataset: regression for continuous measurements (e.g., permeability, clearance, half-life) or binary classification for categorical outcomes (e.g., BBB penetration, CYP inhibition). Dataset: cyp2c19_veith. (1) The compound is Cc1ccc(S(=O)(=O)CCCS(=O)(=O)c2ccc(C)cc2)cc1. The result is 1 (inhibitor). (2) The molecule is CCNc1ncc2nc(CCc3ccccc3)c(=O)n(CCOC)c2n1. The result is 1 (inhibitor). (3) The molecule is Cc1ccc([N+](=O)[O-])cc1N=C(c1cccc([N+](=O)[O-])c1)N1CCOCC1. The result is 1 (inhibitor). (4) The drug is CN(C)C(=O)c1ccc(-c2cc(NCc3cccs3)ncn2)cc1. The result is 0 (non-inhibitor). (5) The drug is CC(C)(C)CC(C)(C)c1ccc(O)c(C[N+](C)(C)[O-])c1. The result is 0 (non-inhibitor). (6) The result is 0 (non-inhibitor). The molecule is COc1ccc(C(=O)OC2C[C@@H]3CC[C@H](C2)N3C)cc1OC. (7) The drug is CC(=O)S[C@H]1CC2=CC(=O)CC[C@@]2(C)[C@H]2CC[C@@]3(C)[C@H](CC[C@]34CCC(=O)O4)[C@@H]12. The result is 0 (non-inhibitor).